This data is from Full USPTO retrosynthesis dataset with 1.9M reactions from patents (1976-2016). The task is: Predict the reactants needed to synthesize the given product. (1) Given the product [CH:7]1([NH:10][C:11]([C:13]2[CH:18]=[C:17]([C:19]3[C:20]([C:28]([NH:30][C:31]4[S:32][CH:33]=[CH:34][N:35]=4)=[O:29])=[CH:21][C:22]([C:25]([NH:6][C@@H:2]([CH3:1])[CH:3]([CH3:5])[CH3:4])=[O:26])=[CH:23][CH:24]=3)[C:16]([CH3:36])=[C:15]([F:37])[CH:14]=2)=[O:12])[CH2:9][CH2:8]1, predict the reactants needed to synthesize it. The reactants are: [CH3:1][C@H:2]([NH2:6])[CH:3]([CH3:5])[CH3:4].[CH:7]1([NH:10][C:11]([C:13]2[CH:14]=[C:15]([F:37])[C:16]([CH3:36])=[C:17]([C:19]3[CH:24]=[CH:23][C:22]([C:25](O)=[O:26])=[CH:21][C:20]=3[C:28]([NH:30][C:31]3[S:32][CH:33]=[CH:34][N:35]=3)=[O:29])[CH:18]=2)=[O:12])[CH2:9][CH2:8]1.Cl.CN(C)CCCN=C=NCC.CCOC(C)=O. (2) Given the product [Cl:1][C:2]1[CH:3]=[C:4]([S:20]([NH:23][C:24]2[CH:29]=[CH:28][N:27]=[CH:26][N:25]=2)(=[O:21])=[O:22])[CH:5]=[CH:6][C:7]=1[O:8][C@H:9]1[CH2:13][CH2:12][CH2:11][C@@H:10]1[C:14]1[N:18]([CH3:19])[N:17]=[CH:16][CH:15]=1, predict the reactants needed to synthesize it. The reactants are: [Cl:1][C:2]1[CH:3]=[C:4]([S:20]([N:23](CC2C=CC(OC)=CC=2OC)[C:24]2[CH:29]=[CH:28][N:27]=[CH:26][N:25]=2)(=[O:22])=[O:21])[CH:5]=[CH:6][C:7]=1[O:8][C@H:9]1[CH2:13][CH2:12][CH2:11][C@@H:10]1[C:14]1[N:18]([CH3:19])[N:17]=[CH:16][CH:15]=1.C([SiH](CC)CC)C.FC(F)(F)C(O)=O. (3) Given the product [F:1][C:2]1[N:7]=[CH:6][C:5]([CH:8]2[CH2:12][NH:11][C:10](=[O:13])[CH2:9]2)=[CH:4][CH:3]=1, predict the reactants needed to synthesize it. The reactants are: [F:1][C:2]1[N:7]=[CH:6][C:5]([C:8]2[CH2:12][NH:11][C:10](=[O:13])[CH:9]=2)=[CH:4][CH:3]=1. (4) Given the product [CH2:31]([N:28]1[CH2:27][CH2:26][C@@H:17]2[N:18]3[CH2:25][CH2:24][O:23][CH2:22][C:20]4[CH:21]=[C:13]([NH:12][C:3]5[CH:4]=[CH:5][CH:6]=[C:7]([C:8]([F:10])([F:11])[F:9])[C:2]=5[F:1])[CH:14]=[C:15]([C:19]3=4)[C@@H:16]2[CH2:29]1)[CH3:32], predict the reactants needed to synthesize it. The reactants are: [F:1][C:2]1[C:7]([C:8]([F:11])([F:10])[F:9])=[CH:6][CH:5]=[CH:4][C:3]=1[NH:12][C:13]1[CH:14]=[C:15]2[C:19]3=[C:20]([CH2:22][O:23][CH2:24][CH2:25][N:18]3[C@H:17]3[CH2:26][CH2:27][NH:28][CH2:29][C@@H:16]23)[CH:21]=1.I[CH2:31][CH3:32].C(=O)([O-])[O-].[Na+].[Na+]. (5) Given the product [CH3:27][O:28][C:29](=[O:40])[CH2:30][CH2:31][C:32]1[CH:37]=[CH:36][C:35]([O:15][CH2:14][CH2:13][C:11]2[N:12]=[C:8]([C:5]3[CH:6]=[N:7][C:2]([Cl:1])=[CH:3][CH:4]=3)[O:9][C:10]=2[CH3:26])=[CH:34][C:33]=1[CH3:39], predict the reactants needed to synthesize it. The reactants are: [Cl:1][C:2]1[N:7]=[CH:6][C:5]([C:8]2[O:9][C:10]([CH3:26])=[C:11]([CH2:13][CH2:14][O:15]S(C3C=CC(C)=CC=3)(=O)=O)[N:12]=2)=[CH:4][CH:3]=1.[CH3:27][O:28][C:29](=[O:40])[CH2:30][CH2:31][C:32]1[CH:37]=[CH:36][C:35](O)=[CH:34][C:33]=1[CH3:39].C([O-])([O-])=O.[Cs+].[Cs+]. (6) Given the product [F:46][C:47]1[CH:48]=[C:49]([CH:91]=[CH:92][CH:93]=1)[CH2:50][N:51]1[CH:55]=[C:54]([C:56]2[C:64]3[C:59](=[N:60][CH:61]=[C:62]([C:65]4[CH:70]=[CH:69][C:68]([N:71]5[CH2:72][CH2:73][N:74]([S:77]([CH3:80])(=[O:79])=[O:78])[CH2:75][CH2:76]5)=[CH:67][CH:66]=4)[CH:63]=3)[NH:58][CH:57]=2)[CH:53]=[N:52]1, predict the reactants needed to synthesize it. The reactants are: Cl.FC1C=C(C=CC=1)CN1C=C(C2C3C(=NC=C(C4C=CC(C5CCNCC5)=CC=4)C=3)N(S(C3C=CC(C)=CC=3)(=O)=O)C=2)C=N1.[F:46][C:47]1[CH:48]=[C:49]([CH:91]=[CH:92][CH:93]=1)[CH2:50][N:51]1[CH:55]=[C:54]([C:56]2[C:64]3[C:59](=[N:60][CH:61]=[C:62]([C:65]4[CH:70]=[CH:69][C:68]([N:71]5[CH2:76][CH2:75][N:74]([S:77]([CH3:80])(=[O:79])=[O:78])[CH2:73][CH2:72]5)=[CH:67][CH:66]=4)[CH:63]=3)[N:58](S(C3C=CC(C)=CC=3)(=O)=O)[CH:57]=2)[CH:53]=[N:52]1.[OH-].[Li+]. (7) The reactants are: [CH2:1]([NH:8][C:9]([C:11]1[S:15][C:14]([C:16]2[CH:21]=[N:20][C:19](/[CH:22]=[CH:23]/[CH2:24][C:25]3[CH:30]=[CH:29][CH:28]=[CH:27][CH:26]=3)=[CH:18][N:17]=2)=[N:13][C:12]=1[CH3:31])=[O:10])[C:2]1[CH:7]=[CH:6][CH:5]=[CH:4][CH:3]=1. Given the product [CH2:1]([NH:8][C:9]([C:11]1[S:15][C:14]([C:16]2[CH:21]=[N:20][C:19]([CH2:22][CH2:23][CH2:24][C:25]3[CH:30]=[CH:29][CH:28]=[CH:27][CH:26]=3)=[CH:18][N:17]=2)=[N:13][C:12]=1[CH3:31])=[O:10])[C:2]1[CH:3]=[CH:4][CH:5]=[CH:6][CH:7]=1, predict the reactants needed to synthesize it.